This data is from Reaction yield outcomes from USPTO patents with 853,638 reactions. The task is: Predict the reaction yield, written as a fraction of the theoretical maximum amount of product (1.0 means a 100% yield; for example, 0.34 means a 34% yield). (1) The reactants are [Cl:1][C:2]1[CH:7]=[C:6]([CH3:8])[CH:5]=[C:4]([CH3:9])[C:3]=1[N:10]=[C:11]([C:13]1[N:18]=[C:17]([C:19](=O)[CH3:20])[CH:16]=[CH:15][CH:14]=1)[CH3:12].[CH3:22][C:23]1[CH:29]=[CH:28][CH:27]=[C:26]([CH3:30])[C:24]=1[NH2:25]. The catalyst is O1CCCC1. The product is [Cl:1][C:2]1[CH:7]=[C:6]([CH3:8])[CH:5]=[C:4]([CH3:9])[C:3]=1[N:10]=[C:11]([C:13]1[CH:14]=[CH:15][CH:16]=[C:17]([C:19](=[N:25][C:24]2[C:26]([CH3:30])=[CH:27][CH:28]=[CH:29][C:23]=2[CH3:22])[CH3:20])[N:18]=1)[CH3:12]. The yield is 0.670. (2) The reactants are [NH:1]([C:5]1[CH:6]=[C:7]([NH:11][S:12]([CH3:15])(=[O:14])=[O:13])[CH:8]=[CH:9][CH:10]=1)[C:2]([NH2:4])=[S:3].Cl[CH2:17][CH:18]=O. The catalyst is C(O)C. The product is [S:3]1[CH:18]=[CH:17][N:4]=[C:2]1[NH:1][C:5]1[CH:6]=[C:7]([NH:11][S:12]([CH3:15])(=[O:14])=[O:13])[CH:8]=[CH:9][CH:10]=1. The yield is 0.930. (3) The reactants are S([O-])([O-])=O.[Na+].[Na+].C(=O)(O)[O-].[Na+].[Br:12][C:13]1[C:14]([Cl:23])=[N:15][CH:16]=[C:17]([S:19](Cl)(=[O:21])=[O:20])[CH:18]=1.I[CH2:25][CH3:26]. The catalyst is O.CN(C)C=O. The product is [Br:12][C:13]1[C:14]([Cl:23])=[N:15][CH:16]=[C:17]([S:19]([CH2:25][CH3:26])(=[O:21])=[O:20])[CH:18]=1. The yield is 0.530.